This data is from Reaction yield outcomes from USPTO patents with 853,638 reactions. The task is: Predict the reaction yield, written as a fraction of the theoretical maximum amount of product (1.0 means a 100% yield; for example, 0.34 means a 34% yield). (1) The reactants are [F:1][C:2]1[CH:33]=[CH:32][C:5]([CH2:6][N:7]2[CH:15]=[C:14]3[C:9]([CH:10]=[C:11]([C:16]4[CH:17]=[C:18]([CH:26]5[CH2:31][CH2:30][NH:29][CH2:28][CH2:27]5)[N:19]5[C:24]=4[C:23]([NH2:25])=[N:22][CH:21]=[N:20]5)[CH:12]=[CH:13]3)=[N:8]2)=[CH:4][CH:3]=1.Cl[CH2:35][C:36](N(C)C)=[O:37]. No catalyst specified. The product is [C:36]([N:29]1[CH2:28][CH2:27][CH:26]([C:18]2[N:19]3[C:24]([C:23]([NH2:25])=[N:22][CH:21]=[N:20]3)=[C:16]([C:11]3[CH:12]=[CH:13][C:14]4[C:9]([CH:10]=3)=[N:8][N:7]([CH2:6][C:5]3[CH:4]=[CH:3][C:2]([F:1])=[CH:33][CH:32]=3)[CH:15]=4)[CH:17]=2)[CH2:31][CH2:30]1)(=[O:37])[CH3:35]. The yield is 0.550. (2) The reactants are [OH:1][C:2]1[CH:10]=[C:9]2[C:5]([CH2:6][CH2:7][C:8]2=[O:11])=[CH:4][CH:3]=1.[F:12][C:13]1([F:19])[CH2:16][CH:15]([CH2:17]O)[CH2:14]1.C1(P(C2C=CC=CC=2)C2C=CC=CC=2)C=CC=CC=1.N(C(OC(C)C)=O)=NC(OC(C)C)=O. The catalyst is C1COCC1. The product is [F:12][C:13]1([F:19])[CH2:16][CH:15]([CH2:17][O:1][C:2]2[CH:10]=[C:9]3[C:5]([CH2:6][CH2:7][C:8]3=[O:11])=[CH:4][CH:3]=2)[CH2:14]1. The yield is 0.600. (3) The reactants are [Br:1][C:2]1[CH:3]=[C:4]([CH:7]=[C:8]([CH3:10])[CH:9]=1)[CH2:5][OH:6].[Cr](Cl)([O-])(=O)=O.[NH+]1C=CC=CC=1. The catalyst is ClCCl.CCOCC. The product is [Br:1][C:2]1[CH:3]=[C:4]([CH:7]=[C:8]([CH3:10])[CH:9]=1)[CH:5]=[O:6]. The yield is 0.920. (4) The product is [OH:19][C@@:18]1([CH3:8])[CH2:17][CH2:16][N:15]([C:20]([O:22][CH2:23][C:24]2[CH:29]=[CH:28][CH:27]=[CH:26][CH:25]=2)=[O:21])[C@H:14]1[CH3:13]. The catalyst is C1COCC1. The reactants are [Cl-].[Ce+3].[Cl-].[Cl-].C[Mg]Br.[CH2:8](OCC)C.[CH3:13][C@H:14]1[C:18](=[O:19])[CH2:17][CH2:16][N:15]1[C:20]([O:22][CH2:23][C:24]1[CH:29]=[CH:28][CH:27]=[CH:26][CH:25]=1)=[O:21].C(OCC)(=O)C. The yield is 0.840. (5) The reactants are [CH3:1][O:2][CH2:3][CH2:4][O:5][CH2:6][C:7]([C:10]1[CH:15]=[CH:14][C:13]([N+:16]([O-])=O)=[CH:12][CH:11]=1)([CH3:9])[CH3:8]. The catalyst is CO.[Ni]. The product is [CH3:1][O:2][CH2:3][CH2:4][O:5][CH2:6][C:7]([C:10]1[CH:15]=[CH:14][C:13]([NH2:16])=[CH:12][CH:11]=1)([CH3:9])[CH3:8]. The yield is 0.770. (6) The reactants are [CH3:1][C:2]1[O:6][C:5]([C:7]2[CH:12]=[CH:11][CH:10]=[CH:9][CH:8]=2)=[N:4][C:3]=1[CH2:13][CH2:14][O:15][C:16]1[C:24]2[CH:23]=[CH:22][S:21][C:20]=2[C:19]([CH:25]=[C:26]2[S:30][C:29](=[O:31])[NH:28][C:27]2=[O:32])=[CH:18][CH:17]=1.N1C=C(C(O)=O)C=C(C(O)=O)C=1.C1(C)C=C(C)C=C(C)C=1. No catalyst specified. The product is [CH3:1][C:2]1[O:6][C:5]([C:7]2[CH:12]=[CH:11][CH:10]=[CH:9][CH:8]=2)=[N:4][C:3]=1[CH2:13][CH2:14][O:15][C:16]1[C:24]2[CH:23]=[CH:22][S:21][C:20]=2[C:19]([CH2:25][CH:26]2[S:30][C:29](=[O:31])[NH:28][C:27]2=[O:32])=[CH:18][CH:17]=1. The yield is 0.920. (7) The reactants are [NH2:1][CH2:2][CH2:3][NH:4][C@@H:5]([C@@H:13]([CH3:16])[CH2:14][CH3:15])[C:6]([O:8][C:9]([CH3:12])([CH3:11])[CH3:10])=[O:7].[CH3:17][C:18]1[CH:25]=[CH:24][C:21]([CH:22]=O)=[CH:20][N:19]=1.[BH4-].[Na+].C1C(=O)N(OC(ON2C(=O)CCC2=O)=O)[C:30](=[O:31])C1.C(N(CC)CC)C. The product is [CH3:16][C@@H:13]([CH2:14][CH3:15])[C@H:5]([N:4]1[CH2:3][CH2:2][N:1]([CH2:22][C:21]2[CH:20]=[N:19][C:18]([CH3:17])=[CH:25][CH:24]=2)[C:30]1=[O:31])[C:6]([O:8][C:9]([CH3:10])([CH3:11])[CH3:12])=[O:7]. The catalyst is C1C=CC=CC=1.C(O)C.ClCCCl. The yield is 0.490.